Dataset: Catalyst prediction with 721,799 reactions and 888 catalyst types from USPTO. Task: Predict which catalyst facilitates the given reaction. (1) Reactant: Cl.[F:2][C:3]1[CH:8]=[CH:7][C:6]([C:9]2[CH:14]=[CH:13][N:12]=[CH:11][C:10]=2[CH:15]=[O:16])=[CH:5][CH:4]=1.[C:17](=O)(O)[O-].[Na+].C(OCC)C.[Br:27]C. Product: [Br-:27].[F:2][C:3]1[CH:4]=[CH:5][C:6]([C:9]2[CH:14]=[CH:13][N+:12]([CH3:17])=[CH:11][C:10]=2[CH:15]=[O:16])=[CH:7][CH:8]=1. The catalyst class is: 21. (2) Reactant: C(OC([N:8]1[CH2:13][CH2:12][CH2:11][CH:10]([NH:14][C:15]2[CH:16]=[C:17]3[C:22](=[CH:23][CH:24]=2)[C:21]([NH2:25])=[N:20][CH:19]=[CH:18]3)[CH2:9]1)=O)(C)(C)C. Product: [NH:8]1[CH2:13][CH2:12][CH2:11][CH:10]([NH:14][C:15]2[CH:16]=[C:17]3[C:22](=[CH:23][CH:24]=2)[C:21]([NH2:25])=[N:20][CH:19]=[CH:18]3)[CH2:9]1. The catalyst class is: 281. (3) Reactant: [Br:1][C:2]1[S:6][C:5]([Cl:7])=[C:4]([CH2:8][C:9]2[CH:14]=[CH:13][C:12]([OH:15])=[CH:11][CH:10]=2)[CH:3]=1.[CH3:16][C:17]([Si:20](Cl)([CH3:22])[CH3:21])([CH3:19])[CH3:18].N1C=CN=C1. Product: [Br:1][C:2]1[S:6][C:5]([Cl:7])=[C:4]([CH2:8][C:9]2[CH:14]=[CH:13][C:12]([O:15][Si:20]([C:17]([CH3:19])([CH3:18])[CH3:16])([CH3:22])[CH3:21])=[CH:11][CH:10]=2)[CH:3]=1. The catalyst class is: 239. (4) Reactant: [C:1]([O:5][C@@H:6]([C:12]1[C:30]([CH3:31])=[CH:29][C:15]2[N:16]=[C:17]([C:19]3[CH:20]=[C:21]4[C:25](=[CH:26][CH:27]=3)[NH:24][N:23]=[C:22]4[CH3:28])[S:18][C:14]=2[C:13]=1[C:32]1[CH:37]=[CH:36][C:35]([Cl:38])=[CH:34][CH:33]=1)[C:7]([O:9][CH2:10][CH3:11])=[O:8])([CH3:4])([CH3:3])[CH3:2].C([O-])([O-])=O.[K+].[K+].[CH2:45](Br)[C:46]1[CH:51]=[CH:50][CH:49]=[CH:48][CH:47]=1. Product: [CH2:45]([N:24]1[C:25]2[C:21](=[CH:20][C:19]([C:17]3[S:18][C:14]4[C:13]([C:32]5[CH:37]=[CH:36][C:35]([Cl:38])=[CH:34][CH:33]=5)=[C:12]([C@H:6]([O:5][C:1]([CH3:2])([CH3:3])[CH3:4])[C:7]([O:9][CH2:10][CH3:11])=[O:8])[C:30]([CH3:31])=[CH:29][C:15]=4[N:16]=3)=[CH:27][CH:26]=2)[C:22]([CH3:28])=[N:23]1)[C:46]1[CH:51]=[CH:50][CH:49]=[CH:48][CH:47]=1. The catalyst class is: 10.